Dataset: Reaction yield outcomes from USPTO patents with 853,638 reactions. Task: Predict the reaction yield, written as a fraction of the theoretical maximum amount of product (1.0 means a 100% yield; for example, 0.34 means a 34% yield). (1) The reactants are II.[Mg].Br[C:5]1[S:6][CH:7]=[CH:8][CH:9]=1.[C:10]([O:14][C:15]([N:17]1[CH2:22][CH2:21][C:20](C#N)([N:23]([CH3:25])[CH3:24])[CH2:19][CH2:18]1)=[O:16])([CH3:13])([CH3:12])[CH3:11].[NH4+].[Cl-]. The catalyst is C(OCC)C.C1COCC1.CCOC(C)=O.CCCCCC. The product is [C:10]([O:14][C:15]([N:17]1[CH2:18][CH2:19][C:20]([N:23]([CH3:25])[CH3:24])([C:5]2[S:6][CH:7]=[CH:8][CH:9]=2)[CH2:21][CH2:22]1)=[O:16])([CH3:13])([CH3:12])[CH3:11]. The yield is 0.250. (2) The reactants are [F:1][C:2]1[CH:3]=[C:4]([C:9]2([OH:13])[CH2:12][O:11][CH2:10]2)[CH:5]=[C:6]([F:8])[CH:7]=1.[H-].[Na+].I[CH3:17]. The catalyst is CN(C=O)C. The product is [F:1][C:2]1[CH:3]=[C:4]([C:9]2([O:13][CH3:17])[CH2:12][O:11][CH2:10]2)[CH:5]=[C:6]([F:8])[CH:7]=1. The yield is 0.830. (3) The product is [N:1]1[CH:6]=[CH:5][N:4]=[C:3]([NH:7][C:9]2[C:10](=[O:17])[N:11]([CH3:16])[CH:12]=[C:13]([Br:15])[CH:14]=2)[N:2]=1. The yield is 0.400. The reactants are [N:1]1[CH:6]=[CH:5][N:4]=[C:3]([NH2:7])[N:2]=1.Br[C:9]1[C:10](=[O:17])[N:11]([CH3:16])[CH:12]=[C:13]([Br:15])[CH:14]=1.CC1(C)C2C(=C(P(C3C=CC=CC=3)C3C=CC=CC=3)C=CC=2)OC2C(P(C3C=CC=CC=3)C3C=CC=CC=3)=CC=CC1=2.C(=O)([O-])[O-].[Cs+].[Cs+]. The catalyst is C1C=CC(/C=C/C(/C=C/C2C=CC=CC=2)=O)=CC=1.C1C=CC(/C=C/C(/C=C/C2C=CC=CC=2)=O)=CC=1.C1C=CC(/C=C/C(/C=C/C2C=CC=CC=2)=O)=CC=1.[Pd].[Pd].O1CCOCC1. (4) The reactants are [F:1][C:2]1[CH:7]=[CH:6][C:5]([F:8])=[CH:4][C:3]=1[S:9]([NH:12][C:13]1[CH:18]=[CH:17][CH:16]=[C:15]([C:19]2[C:23]([C:24]3[CH:29]=[CH:28][N:27]=[C:26]4[NH:30][CH:31]=[CH:32][C:25]=34)=[CH:22][N:21]([CH:33]3[CH2:38][CH2:37][NH:36][CH2:35][CH2:34]3)[N:20]=2)[C:14]=1[F:39])(=[O:11])=[O:10].CO.[C:42](O)(=O)C.C([BH3-])#N.[Na+]. The catalyst is C(OCC)C. The product is [F:1][C:2]1[CH:7]=[CH:6][C:5]([F:8])=[CH:4][C:3]=1[S:9]([NH:12][C:13]1[CH:18]=[CH:17][CH:16]=[C:15]([C:19]2[C:23]([C:24]3[CH:29]=[CH:28][N:27]=[C:26]4[NH:30][CH:31]=[CH:32][C:25]=34)=[CH:22][N:21]([CH:33]3[CH2:34][CH2:35][N:36]([CH3:42])[CH2:37][CH2:38]3)[N:20]=2)[C:14]=1[F:39])(=[O:10])=[O:11]. The yield is 0.150. (5) The reactants are [CH:1]([C:4]1[CH:9]=[CH:8][C:7]([CH:10]2[C:14]3[C:15]([CH3:33])=[C:16]([NH:21][C:22](=O)[CH2:23][C:24]4[CH:29]=[CH:28][C:27]([O:30][CH3:31])=[CH:26][CH:25]=4)[C:17]([CH3:20])=[C:18]([CH3:19])[C:13]=3[O:12][C:11]2([CH3:35])[CH3:34])=[CH:6][CH:5]=1)([CH3:3])[CH3:2]. The catalyst is CCCCCC. The product is [CH:1]([C:4]1[CH:5]=[CH:6][C:7]([CH:10]2[C:14]3[C:15]([CH3:33])=[C:16]([NH:21][CH2:22][CH2:23][C:24]4[CH:25]=[CH:26][C:27]([O:30][CH3:31])=[CH:28][CH:29]=4)[C:17]([CH3:20])=[C:18]([CH3:19])[C:13]=3[O:12][C:11]2([CH3:35])[CH3:34])=[CH:8][CH:9]=1)([CH3:3])[CH3:2]. The yield is 0.660. (6) The reactants are C(N(CC)C(C)C)(C)C.N1C=CC=CC=1.S(=O)(=O)=O.[O:20]=[C:21]1[C@@H:27]([NH:28][C:29](=[O:53])[C@@H:30]([OH:52])[C@@H:31]([NH:35][C:36]([C:38]2([NH:44][C:45]([C@@H:47]3[CH2:51][CH2:50][CH2:49][O:48]3)=[O:46])[CH2:43][CH2:42][CH2:41][CH2:40][CH2:39]2)=[O:37])[CH:32]([CH3:34])[CH3:33])[CH2:26][CH2:25][CH2:24][CH2:23][NH:22]1. The catalyst is CS(C)=O.ClCCl. The product is [O:20]=[C:21]1[C@@H:27]([NH:28][C:29](=[O:53])[C:30](=[O:52])[C@@H:31]([NH:35][C:36]([C:38]2([NH:44][C:45]([C@@H:47]3[CH2:51][CH2:50][CH2:49][O:48]3)=[O:46])[CH2:39][CH2:40][CH2:41][CH2:42][CH2:43]2)=[O:37])[CH:32]([CH3:33])[CH3:34])[CH2:26][CH2:25][CH2:24][CH2:23][NH:22]1. The yield is 0.590.